This data is from Peptide-MHC class I binding affinity with 185,985 pairs from IEDB/IMGT. The task is: Regression. Given a peptide amino acid sequence and an MHC pseudo amino acid sequence, predict their binding affinity value. This is MHC class I binding data. (1) The peptide sequence is NRTRHCQPEK. The MHC is Mamu-B03 with pseudo-sequence Mamu-B03. The binding affinity (normalized) is 0.154. (2) The peptide sequence is AGVAGLITG. The MHC is HLA-A02:01 with pseudo-sequence HLA-A02:01. The binding affinity (normalized) is 0. (3) The peptide sequence is HHIPNGVVW. The MHC is HLA-A30:01 with pseudo-sequence HLA-A30:01. The binding affinity (normalized) is 0.0847. (4) The peptide sequence is TPKKPNSAL. The binding affinity (normalized) is 0.0847. The MHC is HLA-A01:01 with pseudo-sequence HLA-A01:01. (5) The peptide sequence is EVDEGSDMM. The MHC is HLA-A03:01 with pseudo-sequence HLA-A03:01. The binding affinity (normalized) is 0.0847. (6) The peptide sequence is ADFNFVYL. The MHC is H-2-Kb with pseudo-sequence H-2-Kb. The binding affinity (normalized) is 0.387.